This data is from Full USPTO retrosynthesis dataset with 1.9M reactions from patents (1976-2016). The task is: Predict the reactants needed to synthesize the given product. (1) Given the product [Cl:1][C:2]1[CH:8]=[CH:7][C:5]([N:6]2[CH:14]=[N:13][N:12]=[CH:10]2)=[C:4]([I:9])[CH:3]=1, predict the reactants needed to synthesize it. The reactants are: [Cl:1][C:2]1[CH:8]=[CH:7][C:5]([NH2:6])=[C:4]([I:9])[CH:3]=1.[CH:10]([NH:12][NH:13][CH:14]=O)=O.Cl[Si](C)(C)C. (2) Given the product [F:19][C:15]1[CH:14]=[C:13]([CH:18]=[CH:17][CH:16]=1)[C:12]([NH:11][C:8]1[CH:9]=[CH:10][C:5]([O:4][CH2:3][CH2:2][NH:28][C:29]2[NH:33][N:32]=[N:31][N:30]=2)=[C:6]([C:21]2[N:25]([CH3:26])[N:24]=[CH:23][CH:22]=2)[CH:7]=1)=[O:20], predict the reactants needed to synthesize it. The reactants are: Br[CH2:2][CH2:3][O:4][C:5]1[CH:10]=[CH:9][C:8]([NH:11][C:12](=[O:20])[C:13]2[CH:18]=[CH:17][CH:16]=[C:15]([F:19])[CH:14]=2)=[CH:7][C:6]=1[C:21]1[N:25]([CH3:26])[N:24]=[CH:23][CH:22]=1.O.[NH2:28][C:29]1[NH:33][N:32]=[N:31][N:30]=1.[H-].[Na+]. (3) The reactants are: Cl[C:2]1[N:7]=[C:6](Cl)[C:5]([N+:9]([O-:11])=[O:10])=[CH:4][N:3]=1.[CH3:12][O:13][C:14]1[CH:15]=[C:16]([CH:18]=[CH:19][C:20]=1[O:21][CH3:22])[NH2:17]. Given the product [CH3:12][O:13][C:14]1[CH:15]=[C:16]([NH:17][C:2]2[N:7]=[C:6]([NH:17][C:16]3[CH:18]=[CH:19][C:20]([O:21][CH3:22])=[C:14]([O:13][CH3:12])[CH:15]=3)[C:5]([N+:9]([O-:11])=[O:10])=[CH:4][N:3]=2)[CH:18]=[CH:19][C:20]=1[O:21][CH3:22], predict the reactants needed to synthesize it. (4) Given the product [CH3:1][O:2][C:3](=[O:18])[C@@H:4]([O:15][CH2:16][CH3:17])[CH2:5][C:6]1[C:11]([CH3:12])=[CH:10][C:9]([O:13][CH2:29][CH2:28][C:26]2[N:27]=[C:23]([C:19]([CH3:20])([CH3:22])[CH3:21])[O:24][C:25]=2[CH3:31])=[CH:8][C:7]=1[CH3:14], predict the reactants needed to synthesize it. The reactants are: [CH3:1][O:2][C:3](=[O:18])[C@@H:4]([O:15][CH2:16][CH3:17])[CH2:5][C:6]1[C:11]([CH3:12])=[CH:10][C:9]([OH:13])=[CH:8][C:7]=1[CH3:14].[C:19]([C:23]1[O:24][C:25]([CH3:31])=[C:26]([CH2:28][CH2:29]O)[N:27]=1)([CH3:22])([CH3:21])[CH3:20].C(P(CCCC)CCCC)CCC.CN(C)C(N=NC(N(C)C)=O)=O. (5) Given the product [C:40]([N:27]([CH2:26][C:24]1[S:25][C:21]([C:16]([CH2:17][CH3:18])([C:13]2[CH:14]=[CH:15][C:10]([O:9][CH2:8][CH:7]([OH:6])[C:34]([CH3:35])([CH3:36])[CH3:37])=[C:11]([CH3:33])[CH:12]=2)[CH2:19][CH3:20])=[CH:22][C:23]=1[CH3:32])[CH2:28][C:29]([OH:31])=[O:30])(=[O:42])[CH3:41], predict the reactants needed to synthesize it. The reactants are: C([Si](C)(C)[O:6][CH:7]([C:34]([CH3:37])([CH3:36])[CH3:35])[CH2:8][O:9][C:10]1[CH:15]=[CH:14][C:13]([C:16]([C:21]2[S:25][C:24]([CH2:26][NH:27][CH2:28][C:29]([OH:31])=[O:30])=[C:23]([CH3:32])[CH:22]=2)([CH2:19][CH3:20])[CH2:17][CH3:18])=[CH:12][C:11]=1[CH3:33])(C)(C)C.[C:40](Cl)(=[O:42])[CH3:41]. (6) Given the product [OH:1][C:2]1[CH:7]=[CH:6][C:5]([CH2:8][CH2:9][C:10](=[O:25])[CH2:11][C:12](=[O:24])[CH2:13][CH2:14][C:15]2[CH:23]=[C:22]3[C:18]([CH:19]=[CH:20][NH:21]3)=[CH:17][CH:16]=2)=[CH:4][CH:3]=1, predict the reactants needed to synthesize it. The reactants are: [OH:1][C:2]1[CH:7]=[CH:6][C:5](/[CH:8]=[CH:9]/[C:10](=[O:25])[CH2:11][C:12](=[O:24])/[CH:13]=[CH:14]/[C:15]2[CH:23]=[C:22]3[C:18]([CH:19]=[CH:20][NH:21]3)=[CH:17][CH:16]=2)=[CH:4][CH:3]=1.CN(C)C1C=CC(/C=C/C(=O)CC(=O)/C=C/C2C=CC(O)=C(OC)C=2)=CC=1. (7) The reactants are: [O:1]1[C:5]2[CH:6]=[CH:7][CH:8]=[CH:9][C:4]=2[CH:3]=[C:2]1[C:10]([OH:12])=O.C(N1C=CN=C1)(N1C=CN=C1)=O.[NH2:25][CH2:26][C@@H:27]([NH:31][C:32](=[O:38])[O:33][C:34]([CH3:37])([CH3:36])[CH3:35])[CH:28]([CH3:30])[CH3:29]. Given the product [CH3:29][CH:28]([CH3:30])[C@H:27]([NH:31][C:32]([O:33][C:34]([CH3:35])([CH3:37])[CH3:36])=[O:38])[CH2:26][NH:25][C:10]([C:2]1[O:1][C:5]2[CH:6]=[CH:7][CH:8]=[CH:9][C:4]=2[CH:3]=1)=[O:12], predict the reactants needed to synthesize it.